Task: Predict the reactants needed to synthesize the given product.. Dataset: Full USPTO retrosynthesis dataset with 1.9M reactions from patents (1976-2016) (1) Given the product [Cl:1][C:2]1[CH:11]=[CH:10][C:5]([CH2:6][OH:7])=[CH:4][C:3]=1[CH3:12], predict the reactants needed to synthesize it. The reactants are: [Cl:1][C:2]1[CH:11]=[CH:10][C:5]([C:6](OC)=[O:7])=[CH:4][C:3]=1[CH3:12].[H-].C([Al+]CC(C)C)C(C)C. (2) Given the product [F:20][C:21]1[CH:26]=[C:25]([S:27]([CH3:30])(=[O:29])=[O:28])[CH:24]=[CH:23][C:22]=1[C:2]1[C:7]([F:8])=[CH:6][CH:5]=[C:4]([C:9]2[C:10]3[N:17]=[CH:16][N:15]([CH2:18][CH3:19])[C:11]=3[N:12]=[N:13][CH:14]=2)[CH:3]=1, predict the reactants needed to synthesize it. The reactants are: I[C:2]1[CH:3]=[C:4]([C:9]2[C:10]3[N:17]=[CH:16][N:15]([CH2:18][CH3:19])[C:11]=3[N:12]=[N:13][CH:14]=2)[CH:5]=[CH:6][C:7]=1[F:8].[F:20][C:21]1[CH:26]=[C:25]([S:27]([CH3:30])(=[O:29])=[O:28])[CH:24]=[CH:23][C:22]=1B(O)O. (3) Given the product [ClH:1].[OH:14][C:6]1[CH:5]=[C:4]([CH2:3][NH:2][CH2:25][C:26]2[CH:35]=[CH:34][C:29]([C:30]([O:32][CH3:33])=[O:31])=[C:28]([OH:36])[CH:27]=2)[CH:13]=[CH:12][C:7]=1[C:8]([O:10][CH3:11])=[O:9], predict the reactants needed to synthesize it. The reactants are: [ClH:1].[NH2:2][CH2:3][C:4]1[CH:13]=[CH:12][C:7]([C:8]([O:10][CH3:11])=[O:9])=[C:6]([OH:14])[CH:5]=1.C(N(C(C)C)CC)(C)C.Br[CH2:25][C:26]1[CH:35]=[CH:34][C:29]([C:30]([O:32][CH3:33])=[O:31])=[C:28]([OH:36])[CH:27]=1.